Task: Predict the reactants needed to synthesize the given product.. Dataset: Full USPTO retrosynthesis dataset with 1.9M reactions from patents (1976-2016) (1) Given the product [CH2:2]([O:4][C:8]1[C:9]([C:10]([OH:12])=[O:11])=[CH:13][CH:14]=[CH:15][N:16]=1)[CH3:1], predict the reactants needed to synthesize it. The reactants are: [CH3:1][C:2](C)([O-:4])C.[K+].Cl[C:8]1[N:16]=[CH:15][CH:14]=[CH:13][C:9]=1[C:10]([OH:12])=[O:11]. (2) Given the product [Br:8][C:5]1[CH:6]=[CH:7][C:2]([C:15]2[CH:14]=[C:13]([O:16][CH:17]([CH3:18])[CH3:19])[CH:12]=[CH:11][C:10]=2[F:9])=[N:3][CH:4]=1, predict the reactants needed to synthesize it. The reactants are: Br[C:2]1[CH:7]=[CH:6][C:5]([Br:8])=[CH:4][N:3]=1.[F:9][C:10]1[CH:15]=[CH:14][C:13]([O:16][CH:17]([CH3:19])[CH3:18])=[CH:12][C:11]=1B(O)O. (3) Given the product [C:1]1([N:17]2[CH:18]=[CH:19][N:20]=[C:16]2[C:10]2[CH:15]=[CH:14][CH:13]=[CH:12][CH:11]=2)[CH:6]=[CH:5][CH:4]=[CH:3][CH:2]=1, predict the reactants needed to synthesize it. The reactants are: [C:1]1(B(O)O)[CH:6]=[CH:5][CH:4]=[CH:3][CH:2]=1.[CH:10]1([C:16]2[NH:17][CH:18]=[CH:19][N:20]=2)[CH:15]=[CH:14][CH:13]=[CH:12][CH2:11]1.N1C=CC=CC=1. (4) Given the product [CH2:1]([N:8]1[C:12]([O:13][C:14]2[CH:21]=[CH:20][C:17]([CH:18]3[N:22]([C:23]4[N:24]=[N:25][C:26]([CH3:29])=[CH:27][CH:28]=4)[C:33](=[O:32])[C:34]([OH:47])=[C:35]3[C:36](=[O:37])[C:38]3[CH:39]=[CH:40][C:41]([CH:44]([CH3:45])[CH3:46])=[CH:42][CH:43]=3)=[CH:16][CH:15]=2)=[N:11][N:10]=[N:9]1)[C:2]1[CH:7]=[CH:6][CH:5]=[CH:4][CH:3]=1, predict the reactants needed to synthesize it. The reactants are: [CH2:1]([N:8]1[C:12]([O:13][C:14]2[CH:21]=[CH:20][C:17]([CH:18]=O)=[CH:16][CH:15]=2)=[N:11][N:10]=[N:9]1)[C:2]1[CH:7]=[CH:6][CH:5]=[CH:4][CH:3]=1.[NH2:22][C:23]1[N:24]=[N:25][C:26]([CH3:29])=[CH:27][CH:28]=1.C([O:32][C:33](=O)[C:34]([OH:47])=[CH:35][C:36]([C:38]1[CH:43]=[CH:42][C:41]([CH:44]([CH3:46])[CH3:45])=[CH:40][CH:39]=1)=[O:37])C. (5) Given the product [F:19][C:3]1[C:2]([C:21]#[C:20][C:22]2([OH:29])[CH2:26][CH2:25][N:24]([CH3:27])[C:23]2=[O:28])=[CH:18][C:6]2[C:7]3[N:8]([CH:12]=[C:13]([C:15]([NH2:17])=[O:16])[N:14]=3)[CH2:9][CH2:10][O:11][C:5]=2[CH:4]=1, predict the reactants needed to synthesize it. The reactants are: Br[C:2]1[C:3]([F:19])=[CH:4][C:5]2[O:11][CH2:10][CH2:9][N:8]3[CH:12]=[C:13]([C:15]([NH2:17])=[O:16])[N:14]=[C:7]3[C:6]=2[CH:18]=1.[C:20]([C:22]1([OH:29])[CH2:26][CH2:25][N:24]([CH3:27])[C:23]1=[O:28])#[CH:21]. (6) The reactants are: [NH2:1][C:2]1[C:10]([OH:11])=[C:9]2[C:5]([CH2:6][N:7]([CH3:13])[C:8]2=[O:12])=[CH:4][CH:3]=1.[CH2:14]([O:16][C:17]1[C:18](=O)[C:19](=[O:24])[C:20]=1[O:21]CC)[CH3:15]. Given the product [CH2:14]([O:16][C:17]1[C:20](=[O:21])[C:19](=[O:24])[C:18]=1[NH:1][C:2]1[C:10]([OH:11])=[C:9]2[C:5](=[CH:4][CH:3]=1)[CH2:6][N:7]([CH3:13])[C:8]2=[O:12])[CH3:15], predict the reactants needed to synthesize it.